From a dataset of Catalyst prediction with 721,799 reactions and 888 catalyst types from USPTO. Predict which catalyst facilitates the given reaction. (1) Reactant: C([O:3][C:4](=[O:13])[C:5]([C:7]1[S:8][CH:9]=[CH:10][C:11]=1[Cl:12])=[O:6])C.[OH-].[Na+].Cl. Product: [Cl:12][C:11]1[CH:10]=[CH:9][S:8][C:7]=1[C:5](=[O:6])[C:4]([OH:13])=[O:3]. The catalyst class is: 6. (2) Reactant: [Si:1]([O:8][C@H:9]([CH2:27][O:28][Si](C(C)(C)C)(C)C)[C@@H:10]([NH:20][S@:21]([C:23]([CH3:26])([CH3:25])[CH3:24])=[O:22])[CH2:11][C:12]1[CH:17]=[C:16]([F:18])[CH:15]=[C:14]([Cl:19])[CH:13]=1)([C:4]([CH3:7])([CH3:6])[CH3:5])([CH3:3])[CH3:2].N1C=CC=CC=1.C1C=CN=CC=1.F. Product: [Si:1]([O:8][C@H:9]([CH2:27][OH:28])[C@@H:10]([NH:20][S@:21]([C:23]([CH3:26])([CH3:25])[CH3:24])=[O:22])[CH2:11][C:12]1[CH:17]=[C:16]([F:18])[CH:15]=[C:14]([Cl:19])[CH:13]=1)([C:4]([CH3:6])([CH3:7])[CH3:5])([CH3:3])[CH3:2]. The catalyst class is: 1. (3) The catalyst class is: 12. Product: [N:36]1([S:33]([NH:32][C:30]([C@@:25]2([NH:24][C:23]([C@@H:22]3[CH2:21][C@:13]4([C:18]([CH3:20])([CH3:19])[C:14]54[CH2:15][CH2:16][CH2:17]5)[CH2:12][N:11]3[C:9](=[O:10])[C@@H:8]([NH2:7])[C:42]3([CH3:48])[CH2:43][CH2:44][O:45][CH2:46][CH2:47]3)=[O:41])[CH2:27][C@H:26]2[CH:28]=[CH2:29])=[O:31])(=[O:34])=[O:35])[CH2:40][CH2:39][CH2:38][CH2:37]1. Reactant: C(OC(=O)[NH:7][C@@H:8]([C:42]1([CH3:48])[CH2:47][CH2:46][O:45][CH2:44][CH2:43]1)[C:9]([N:11]1[C@H:22]([C:23](=[O:41])[NH:24][C@:25]2([C:30]([NH:32][S:33]([N:36]3[CH2:40][CH2:39][CH2:38][CH2:37]3)(=[O:35])=[O:34])=[O:31])[CH2:27][C@H:26]2[CH:28]=[CH2:29])[CH2:21][C@:13]2([C:18]([CH3:20])([CH3:19])[C:14]32[CH2:17][CH2:16][CH2:15]3)[CH2:12]1)=[O:10])(C)(C)C.Cl. (4) Reactant: [CH3:1][O:2][P:3](/[CH:7]=[CH:8]/[C@@H:9]1[C@@H:13]([O:14][CH3:15])[C@@H:12]([O:16][Si:17]([C:20]([CH3:23])([CH3:22])[CH3:21])([CH3:19])[CH3:18])[C@H:11]([N:24]2[CH:32]=[N:31][C:30]3[C:25]2=[N:26][CH:27]=[N:28][C:29]=3[NH:33][C:34](=[O:41])[C:35]2[CH:40]=[CH:39][CH:38]=[CH:37][CH:36]=2)[O:10]1)(=[O:6])[O:4][CH3:5]. Product: [CH3:5][O:4][P:3]([CH2:7][CH2:8][C@@H:9]1[C@@H:13]([O:14][CH3:15])[C@@H:12]([O:16][Si:17]([C:20]([CH3:23])([CH3:22])[CH3:21])([CH3:19])[CH3:18])[C@H:11]([N:24]2[CH:32]=[N:31][C:30]3[C:25]2=[N:26][CH:27]=[N:28][C:29]=3[NH:33][C:34](=[O:41])[C:35]2[CH:36]=[CH:37][CH:38]=[CH:39][CH:40]=2)[O:10]1)(=[O:6])[O:2][CH3:1]. The catalyst class is: 723. (5) Reactant: [NH2:1][C:2]1[NH:7][CH:6]([N:8]2[C:16]3[C:11](=[CH:12][CH:13]=[C:14]([C:17]#[N:18])[CH:15]=3)[CH:10]=[N:9]2)[C:5]([N+:19]([O-])=O)=[CH:4][N:3]=1.[Sn](Cl)Cl. Product: [NH2:1][C:2]1[N:7]=[C:6]([N:8]2[C:16]3[C:11](=[CH:12][CH:13]=[C:14]([C:17]#[N:18])[CH:15]=3)[CH:10]=[N:9]2)[C:5]([NH2:19])=[CH:4][N:3]=1. The catalyst class is: 8. (6) The catalyst class is: 427. Product: [C:23]([O:22][C:20](=[O:21])[NH:19][C:9]1[CH:10]=[C:11]2[C:17](=[O:18])[NH:16][N:15]=[CH:14][C:13]3=[C:5]([CH:3]=[CH2:27])[NH:6][C:7]([CH:8]=1)=[C:12]23)([CH3:25])([CH3:26])[CH3:24]. Reactant: CO[C:3]([C:5]1[NH:6][C:7]2[CH:8]=[C:9]([NH:19][C:20]([O:22][C:23]([CH3:26])([CH3:25])[CH3:24])=[O:21])[CH:10]=[C:11]3[C:17](=[O:18])[NH:16][N:15]=[CH:14][C:13]=1[C:12]=23)=O.[CH2:27]([Sn](CCCC)(CCCC)C=C)CCC. (7) Reactant: Br[C:2]1[CH:3]=[C:4]([C:15]([O:17]C)=[O:16])[C:5]2[C:6]([CH3:14])=[CH:7][N:8]([CH:11]([CH3:13])[CH3:12])[C:9]=2[CH:10]=1.[CH3:19][S:20]([OH:22])=[O:21].CNCCNC. Product: [CH:11]([N:8]1[C:9]2[CH:10]=[C:2]([S:20]([CH3:19])(=[O:22])=[O:21])[CH:3]=[C:4]([C:15]([OH:17])=[O:16])[C:5]=2[C:6]([CH3:14])=[CH:7]1)([CH3:13])[CH3:12]. The catalyst class is: 16.